From a dataset of Catalyst prediction with 721,799 reactions and 888 catalyst types from USPTO. Predict which catalyst facilitates the given reaction. Reactant: [CH:1]1[NH:2][CH:3]=[C:4]2[C:10](=[O:11])[CH2:9][CH2:8][CH2:7][CH2:6][C:5]=12.[Br:12]N1C(=O)CCC1=O.O. Product: [Br:12][C:1]1[NH:2][CH:3]=[C:4]2[C:10](=[O:11])[CH2:9][CH2:8][CH2:7][CH2:6][C:5]=12. The catalyst class is: 7.